This data is from Catalyst prediction with 721,799 reactions and 888 catalyst types from USPTO. The task is: Predict which catalyst facilitates the given reaction. (1) The catalyst class is: 57. Reactant: [NH2:1][C:2]1[N:7]=[C:6](S(C)=O)[C:5]([C:11]#[N:12])=[C:4]([N:13]2[CH:17]=[CH:16][CH:15]=[N:14]2)[N:3]=1.[CH3:18][C:19]1[C:20]([CH2:25][OH:26])=[N:21][CH:22]=[CH:23][CH:24]=1.C1CCN2C(=NCCC2)CC1. Product: [NH2:1][C:2]1[N:7]=[C:6]([O:26][CH2:25][C:20]2[C:19]([CH3:18])=[CH:24][CH:23]=[CH:22][N:21]=2)[C:5]([C:11]#[N:12])=[C:4]([N:13]2[CH:17]=[CH:16][CH:15]=[N:14]2)[N:3]=1. (2) Reactant: [Br:1][C:2]1[CH:3]=[C:4]([C:10]2[CH:15]=[CH:14][C:13]([F:16])=[CH:12][CH:11]=2)[CH:5]=[C:6]([CH2:8]Br)[CH:7]=1.[OH:17][CH2:18][C:19]1([C:32]2[CH:37]=[CH:36][CH:35]=[CH:34][CH:33]=2)[CH2:24][CH2:23][N:22]([C:25]([O:27][C:28]([CH3:31])([CH3:30])[CH3:29])=[O:26])[CH2:21][CH2:20]1.[H-].[Na+]. Product: [Br:1][C:2]1[CH:7]=[C:6]([CH2:8][O:17][CH2:18][C:19]2([C:32]3[CH:33]=[CH:34][CH:35]=[CH:36][CH:37]=3)[CH2:24][CH2:23][N:22]([C:25]([O:27][C:28]([CH3:30])([CH3:31])[CH3:29])=[O:26])[CH2:21][CH2:20]2)[CH:5]=[C:4]([C:10]2[CH:15]=[CH:14][C:13]([F:16])=[CH:12][CH:11]=2)[CH:3]=1. The catalyst class is: 35.